This data is from Catalyst prediction with 721,799 reactions and 888 catalyst types from USPTO. The task is: Predict which catalyst facilitates the given reaction. (1) Reactant: [Cl:1][C:2]1[CH:12]=[C:11]([NH:13][CH3:14])[C:5]([C:6](OCC)=[O:7])=[CH:4][N:3]=1.[H-].[H-].[H-].[H-].[Li+].[Al+3].O.[OH-].[Na+]. Product: [Cl:1][C:2]1[N:3]=[CH:4][C:5]([CH2:6][OH:7])=[C:11]([NH:13][CH3:14])[CH:12]=1. The catalyst class is: 1. (2) Product: [N+:10]([C:3]1[C:2]([Cl:1])=[CH:8][CH:7]=[C:5]2[C:4]=1[CH:9]=[N:13][NH:6]2)([O-:12])=[O:11]. The catalyst class is: 15. Reactant: [Cl:1][C:2]1[CH:8]=[CH:7][C:5]([NH2:6])=[C:4]([CH3:9])[C:3]=1[N+:10]([O-:12])=[O:11].[N:13]([O-])=O.[Na+].